This data is from Forward reaction prediction with 1.9M reactions from USPTO patents (1976-2016). The task is: Predict the product of the given reaction. Given the reactants [F:1][CH2:2][C:3]([C:7]1[O:11][N:10]=[C:9]([NH:12][C:13](=[O:21])OC2C=CC=CC=2)[CH:8]=1)([CH3:6])[CH2:4][F:5].[CH3:22][O:23][C:24]1[CH:25]=[C:26]2[C:31](=[CH:32][C:33]=1[O:34][CH3:35])[N:30]=[CH:29][N:28]=[C:27]2[O:36][C:37]1[C:38]([F:44])=[C:39]([CH:41]=[CH:42][CH:43]=1)[NH2:40], predict the reaction product. The product is: [F:5][CH2:4][C:3]([C:7]1[O:11][N:10]=[C:9]([NH:12][C:13]([NH:40][C:39]2[CH:41]=[CH:42][CH:43]=[C:37]([O:36][C:27]3[C:26]4[C:31](=[CH:32][C:33]([O:34][CH3:35])=[C:24]([O:23][CH3:22])[CH:25]=4)[N:30]=[CH:29][N:28]=3)[C:38]=2[F:44])=[O:21])[CH:8]=1)([CH3:6])[CH2:2][F:1].